This data is from Catalyst prediction with 721,799 reactions and 888 catalyst types from USPTO. The task is: Predict which catalyst facilitates the given reaction. (1) Reactant: [N+:1]([C:4]1[CH:5]=[CH:6][C:7]2[C:11]3[CH:12]=[CH:13][CH:14]=[CH:15][C:10]=3[O:9][C:8]=2[CH:16]=1)([O-])=O. Product: [NH2:1][C:4]1[CH:5]=[CH:6][C:7]2[C:11]3[CH:12]=[CH:13][CH:14]=[CH:15][C:10]=3[O:9][C:8]=2[CH:16]=1. The catalyst class is: 13. (2) The catalyst class is: 11. Product: [N:33]1[CH:32]=[C:31]([CH2:30][C:25]2[C:24](=[O:23])[N:17]=[C:15]([CH2:14][CH2:13][C:10]3[CH:9]=[CH:8][C:7]([O:6][C:5]4[CH:18]=[CH:19][CH:20]=[C:3]([C:2]([F:21])([F:22])[F:1])[CH:4]=4)=[CH:12][CH:11]=3)[NH:16][CH:26]=2)[CH:36]=[N:35][CH:34]=1. Reactant: [F:1][C:2]([F:22])([F:21])[C:3]1[CH:4]=[C:5]([CH:18]=[CH:19][CH:20]=1)[O:6][C:7]1[CH:12]=[CH:11][C:10]([CH2:13][CH2:14][C:15](=[NH:17])[NH2:16])=[CH:9][CH:8]=1.[OH:23][CH:24]=[C:25]([CH2:30][C:31]1[CH:32]=[N:33][CH:34]=[N:35][CH:36]=1)[C:26](OC)=O.C([O-])(=O)C.[K+]. (3) Reactant: [CH:1]1([C@H:7]([NH:12][C:13]([C:15]2[CH:20]=[C:19]([F:21])[C:18]([F:22])=[CH:17][C:16]=2[N+:23]([O-])=O)=[O:14])[C:8]([O:10][CH3:11])=[O:9])[CH2:6][CH2:5][CH2:4][CH2:3][CH2:2]1. Product: [NH2:23][C:16]1[CH:17]=[C:18]([F:22])[C:19]([F:21])=[CH:20][C:15]=1[C:13]([NH:12][C@@H:7]([CH:1]1[CH2:6][CH2:5][CH2:4][CH2:3][CH2:2]1)[C:8]([O:10][CH3:11])=[O:9])=[O:14]. The catalyst class is: 63. (4) Reactant: [C:1]([C:3]1[CH:4]=[C:5]([C:17]([NH:19][CH2:20][C:21]2[C:22](=[O:29])[NH:23][C:24]([CH3:28])=[CH:25][C:26]=2[CH3:27])=[O:18])[C:6]2[CH:7]=[N:8][N:9]([CH:12]3[CH2:16][CH2:15][CH2:14][CH2:13]3)[C:10]=2[CH:11]=1)#[N:2]. Product: [NH2:2][CH2:1][C:3]1[CH:4]=[C:5]([C:17]([NH:19][CH2:20][C:21]2[C:22](=[O:29])[NH:23][C:24]([CH3:28])=[CH:25][C:26]=2[CH3:27])=[O:18])[C:6]2[CH:7]=[N:8][N:9]([CH:12]3[CH2:13][CH2:14][CH2:15][CH2:16]3)[C:10]=2[CH:11]=1. The catalyst class is: 404. (5) Reactant: [F:1][C:2]1[C:3]([NH:26][C@@H:27]([CH:33]([CH3:35])[CH3:34])[CH2:28][C:29]([O:31][CH3:32])=[O:30])=[N:4][C:5]([C:8]2[CH:12]=[C:11]([C:13]3[CH:17]=[CH:16][O:15][N:14]=3)[N:10]([CH2:18][C:19]3[CH:24]=[CH:23][CH:22]=[CH:21][C:20]=3[F:25])[N:9]=2)=[N:6][CH:7]=1.[H-].[Na+].I[CH3:39]. Product: [F:1][C:2]1[C:3]([N:26]([CH3:39])[C@@H:27]([CH:33]([CH3:35])[CH3:34])[CH2:28][C:29]([O:31][CH3:32])=[O:30])=[N:4][C:5]([C:8]2[CH:12]=[C:11]([C:13]3[CH:17]=[CH:16][O:15][N:14]=3)[N:10]([CH2:18][C:19]3[CH:24]=[CH:23][CH:22]=[CH:21][C:20]=3[F:25])[N:9]=2)=[N:6][CH:7]=1. The catalyst class is: 3. (6) Reactant: [CH:1]([C:9]1[NH:13][C:12]2[CH:14]=[CH:15][CH:16]=[CH:17][C:11]=2[N:10]=1)=[CH:2][C:3]1[CH:8]=[CH:7][CH:6]=[CH:5][CH:4]=1.[Cl:18][C:19]1[CH:24]=[CH:23][CH:22]=[C:21]([CH3:25])[N:20]=1.N1C=CC=CC=1N1C2C=CC=CC=2N=C1/C=C/C1C=CC=CC=1.Cl. Product: [ClH:18].[CH3:25][C:21]1[N:20]=[C:19]([N:13]2[C:12]3[CH:14]=[CH:15][CH:16]=[CH:17][C:11]=3[N:10]=[C:9]2/[CH:1]=[CH:2]/[C:3]2[CH:4]=[CH:5][CH:6]=[CH:7][CH:8]=2)[CH:24]=[CH:23][CH:22]=1. The catalyst class is: 5. (7) Reactant: Br[CH2:2][CH2:3][O:4][C:5]1[CH:10]=[CH:9][C:8]([CH2:11][CH:12]([O:18][CH2:19][CH3:20])[C:13]([O:15][CH2:16][CH3:17])=[O:14])=[CH:7][CH:6]=1.C([O-])([O-])=O.[K+].[K+].[F:27][C:28]([F:39])([F:38])[C:29]1[NH:30][C:31]2[CH:37]=[CH:36][CH:35]=[CH:34][C:32]=2[N:33]=1.O. Product: [CH2:19]([O:18][CH:12]([CH2:11][C:8]1[CH:9]=[CH:10][C:5]([O:4][CH2:3][CH2:2][N:30]2[C:31]3[CH:37]=[CH:36][CH:35]=[CH:34][C:32]=3[N:33]=[C:29]2[C:28]([F:27])([F:39])[F:38])=[CH:6][CH:7]=1)[C:13]([O:15][CH2:16][CH3:17])=[O:14])[CH3:20]. The catalyst class is: 3.